Dataset: Reaction yield outcomes from USPTO patents with 853,638 reactions. Task: Predict the reaction yield, written as a fraction of the theoretical maximum amount of product (1.0 means a 100% yield; for example, 0.34 means a 34% yield). (1) The reactants are [S:1]([NH2:5])([NH2:4])(=[O:3])=[O:2].Cl.[F:7][C:8]1([F:14])[CH2:13][CH2:12]N[CH2:10][CH2:9]1.C(N(CC)C(C)C)(C)C. The catalyst is C(OCCCC)(=O)C. The product is [F:7][C:8]1([F:14])[CH2:13][CH2:12][N:4]([S:1]([NH2:5])(=[O:3])=[O:2])[CH2:10][CH2:9]1. The yield is 0.838. (2) The product is [Cl:1][C:2]1[N:7]=[C:6]([NH:10][CH:11]2[CH2:19][CH2:18][CH:17]3[CH:13]([CH2:14][N:15]([C:20]([O:22][C:23]([CH3:26])([CH3:25])[CH3:24])=[O:21])[CH2:16]3)[CH2:12]2)[C:5]([Cl:9])=[CH:4][N:3]=1. The catalyst is CCO. The yield is 1.00. The reactants are [Cl:1][C:2]1[N:7]=[C:6](Cl)[C:5]([Cl:9])=[CH:4][N:3]=1.[NH2:10][CH:11]1[CH2:19][CH2:18][CH:17]2[CH:13]([CH2:14][N:15]([C:20]([O:22][C:23]([CH3:26])([CH3:25])[CH3:24])=[O:21])[CH2:16]2)[CH2:12]1.CCN(CC)CC. (3) The reactants are Cl.[NH2:2][OH:3].C[O-].[Na+].[OH:7][C@H:8]([CH3:31])[C@H:9]([NH:14][C:15]([C:17]1[CH:22]=[CH:21][C:20]([C:23]([C:25]2[CH:30]=[CH:29][CH:28]=[CH:27][CH:26]=2)=[O:24])=[CH:19][CH:18]=1)=[O:16])[C:10](OC)=[O:11].Cl. The catalyst is CO. The product is [C:23]([C:20]1[CH:21]=[CH:22][C:17]([C:15]([NH:14][C@H:9]([C:10]([NH:2][OH:3])=[O:11])[C@H:8]([OH:7])[CH3:31])=[O:16])=[CH:18][CH:19]=1)(=[O:24])[C:25]1[CH:30]=[CH:29][CH:28]=[CH:27][CH:26]=1. The yield is 0.430. (4) The reactants are [C:1]([O:5][C:6]([N:8]1[C:12]([C:13]2[CH:14]=[C:15]3[C:19](=[CH:20][CH:21]=2)[NH:18][C:17](=[O:22])[C:16]3([CH3:24])[CH3:23])=[CH:11][CH:10]=[CH:9]1)=[O:7])([CH3:4])([CH3:3])[CH3:2].ClS([N:29]=[C:30]=O)(=O)=O.CN(C=O)C.O. The catalyst is C1COCC1. The product is [C:1]([O:5][C:6]([N:8]1[C:12]([C:13]2[CH:14]=[C:15]3[C:19](=[CH:20][CH:21]=2)[NH:18][C:17](=[O:22])[C:16]3([CH3:24])[CH3:23])=[CH:11][CH:10]=[C:9]1[C:30]#[N:29])=[O:7])([CH3:4])([CH3:2])[CH3:3]. The yield is 0.500. (5) The reactants are [CH2:1]([NH2:4])[CH2:2][NH2:3].N1C=CC=CC=1.[Cl:11][C:12]1[CH:17]=[CH:16][CH:15]=[CH:14][C:13]=1[N:18]1[C:22](=[O:23])[NH:21][N:20]=[C:19]1[C:24]1[S:40][C:27]2[C:28]3[CH:36]=[CH:35][C:34]([C:37](Cl)=[O:38])=[CH:33][C:29]=3[O:30][CH2:31][CH2:32][C:26]=2[CH:25]=1. The catalyst is C1COCC1.O. The product is [NH2:3][CH2:2][CH2:1][NH:4][C:37]([C:34]1[CH:35]=[CH:36][C:28]2[C:27]3[S:40][C:24]([C:19]4[N:18]([C:13]5[CH:14]=[CH:15][CH:16]=[CH:17][C:12]=5[Cl:11])[C:22](=[O:23])[NH:21][N:20]=4)=[CH:25][C:26]=3[CH2:32][CH2:31][O:30][C:29]=2[CH:33]=1)=[O:38]. The yield is 0.200. (6) The reactants are [Br:1][C:2]1[CH:7]=[CH:6][C:5]([CH:8]2[C:19]3[C:11](=[CH:12][C:13]4[CH:14]([C:21]5[CH:26]=[CH:25][C:24]([Br:27])=[CH:23][CH:22]=5)[C:15](=[O:20])[NH:16][C:17]=4[CH:18]=3)[NH:10][C:9]2=[O:28])=[CH:4][CH:3]=1.C1(Cl)C(=O)C(Cl)=C(Cl)C(=O)C=1Cl. The catalyst is C(O)(=O)C. The product is [Br:27][C:24]1[CH:25]=[CH:26][C:21]([C:14]2[C:15](=[O:20])[NH:16][C:17]3[C:13]=2[CH:12]=[C:11]2[C:19](=[C:8]([C:5]4[CH:6]=[CH:7][C:2]([Br:1])=[CH:3][CH:4]=4)[C:9](=[O:28])[NH:10]2)[CH:18]=3)=[CH:22][CH:23]=1. The yield is 0.630.